From a dataset of Full USPTO retrosynthesis dataset with 1.9M reactions from patents (1976-2016). Predict the reactants needed to synthesize the given product. The reactants are: [NH2:1][C:2]1[CH:3]=[C:4]([CH:9]=[CH:10][N:11]=1)[C:5]([O:7][CH3:8])=[O:6].[N:12]1[CH:17]=CC=CC=1.ClC(OC1C=CC([N+]([O-])=O)=CC=1)=O.[OH2:31].[NH2:32]N. Given the product [NH:12]([C:17]([NH:1][C:2]1[CH:3]=[C:4]([CH:9]=[CH:10][N:11]=1)[C:5]([O:7][CH3:8])=[O:6])=[O:31])[NH2:32], predict the reactants needed to synthesize it.